Dataset: Full USPTO retrosynthesis dataset with 1.9M reactions from patents (1976-2016). Task: Predict the reactants needed to synthesize the given product. (1) Given the product [CH3:53][C:52]([S:16][C:13]1[S:12][C:11]([NH:10][C:9]([N:8]([C@H:25]2[CH2:26][CH2:27][C@H:28]([CH3:31])[CH2:29][CH2:30]2)[CH2:7][CH2:6][O:5][CH2:4][C:3]2[CH:32]=[CH:33][CH:34]=[CH:35][C:2]=2[C:44]([F:45])([F:46])[F:47])=[O:24])=[N:15][CH:14]=1)([CH3:54])[C:51]([OH:62])=[O:50], predict the reactants needed to synthesize it. The reactants are: Cl[C:2]1[CH:35]=[CH:34][CH:33]=[CH:32][C:3]=1[CH2:4][O:5][CH2:6][CH2:7][N:8]([C@H:25]1[CH2:30][CH2:29][C@H:28]([CH3:31])[CH2:27][CH2:26]1)[C:9](=[O:24])[NH:10][C:11]1[S:12][C:13]([S:16]CC(C)(C)C(O)=O)=[CH:14][N:15]=1.BrCC1C=CC=CC=1[C:44]([F:47])([F:46])[F:45].C([O:50][C:51](=[O:62])[C:52](SC1SC(N)=NC=1)([CH3:54])[CH3:53])C. (2) Given the product [Cl:1][C:2]1[CH:3]=[CH:4][CH:5]=[C:6]2[C:11]=1[N:10]=[C:9]([C:12]1[CH:17]=[CH:16][CH:15]=[CH:14][C:13]=1[Cl:18])[C:8]([CH2:19][NH:20][C:22]1[N:30]=[CH:29][N:28]=[C:27]3[C:23]=1[N:24]=[CH:25][NH:26]3)=[CH:7]2, predict the reactants needed to synthesize it. The reactants are: [Cl:1][C:2]1[CH:3]=[CH:4][CH:5]=[C:6]2[C:11]=1[N:10]=[C:9]([C:12]1[CH:17]=[CH:16][CH:15]=[CH:14][C:13]=1[Cl:18])[C:8]([CH2:19][NH2:20])=[CH:7]2.Cl[C:22]1[N:30]=[CH:29][N:28]=[C:27]2[C:23]=1[NH:24][CH:25]=[N:26]2.CCN(C(C)C)C(C)C. (3) Given the product [OH:53][CH:48]1[CH2:49][CH:50]2[N:45]([CH2:44][CH2:43][N:40]3[CH2:41][CH2:42][CH:37]([NH:36][C:17]([C:19]4[NH:20][C:21]5[C:26]([CH:27]=4)=[C:25]([O:28][CH2:29][CH:30]([CH3:32])[CH3:31])[CH:24]=[CH:23][CH:22]=5)=[O:18])[CH2:38][CH2:39]3)[CH:46]([CH2:52][CH2:51]2)[CH2:47]1, predict the reactants needed to synthesize it. The reactants are: N1(CCN2CCC(N[C:17]([C:19]3[NH:20][C:21]4[C:26]([CH:27]=3)=[C:25]([O:28][CH2:29][CH:30]([CH3:32])[CH3:31])[CH:24]=[CH:23][CH:22]=4)=[O:18])CC2)CCCCCC1.Cl.Cl.Cl.[NH2:36][CH:37]1[CH2:42][CH2:41][N:40]([CH2:43][CH2:44][N:45]2[CH:50]3[CH2:51][CH2:52][CH:46]2[CH2:47][CH:48]([OH:53])[CH2:49]3)[CH2:39][CH2:38]1. (4) The reactants are: ClC1C2=NC=C(OCC3OC=CN=3)N=C2C=CN=1.Cl[C:20]1[N:21]=[C:22]2[CH:29]=[CH:28][N:27]=[C:26]([Cl:30])[C:23]2=[N:24][CH:25]=1.[CH2:31]([OH:38])[C:32]([F:37])([F:36])[CH:33]([F:35])[F:34]. Given the product [Cl:30][C:26]1[C:23]2=[N:24][CH:25]=[C:20]([O:38][CH2:31][C:32]([F:37])([F:36])[CH:33]([F:35])[F:34])[N:21]=[C:22]2[CH:29]=[CH:28][N:27]=1, predict the reactants needed to synthesize it. (5) Given the product [OH:1][C:2]([CH3:34])([CH3:35])[CH2:3][C@@:4]1([C:28]2[CH:33]=[CH:32][CH:31]=[CH:30][CH:29]=2)[O:9][C:8](=[O:10])[N:7]([C@H:11]([C:13]2[CH:14]=[CH:15][C:16]([C:37]3[S:38][C:39]([CH3:42])=[N:40][N:41]=3)=[CH:17][CH:18]=2)[CH3:12])[CH2:6][CH2:5]1, predict the reactants needed to synthesize it. The reactants are: [OH:1][C:2]([CH3:35])([CH3:34])[CH2:3][C@@:4]1([C:28]2[CH:33]=[CH:32][CH:31]=[CH:30][CH:29]=2)[O:9][C:8](=[O:10])[N:7]([C@H:11]([C:13]2[CH:18]=[CH:17][C:16](B3OC(C)(C)C(C)(C)O3)=[CH:15][CH:14]=2)[CH3:12])[CH2:6][CH2:5]1.Br[C:37]1[S:38][C:39]([CH3:42])=[N:40][N:41]=1. (6) Given the product [CH3:39][C:9]1[CH:8]=[C:7]([C:40]2[CH:45]=[CH:44][CH:43]=[CH:42][CH:41]=2)[CH:6]=[C:5]([CH3:4])[C:10]=1[NH:11][C:12]([NH:14][C:15]1[C:16]([C:25]([NH:27][C:28]2([C:35]([OH:37])=[O:36])[CH2:29][CH2:30][CH2:31][CH2:32][CH2:33][CH2:34]2)=[O:26])=[CH:17][C:18]2[C:23]([CH:24]=1)=[CH:22][CH:21]=[CH:20][CH:19]=2)=[O:13], predict the reactants needed to synthesize it. The reactants are: O.[OH-].[Li+].[CH3:4][C:5]1[CH:6]=[C:7]([C:40]2[CH:45]=[CH:44][CH:43]=[CH:42][CH:41]=2)[CH:8]=[C:9]([CH3:39])[C:10]=1[NH:11][C:12]([NH:14][C:15]1[C:16]([C:25]([NH:27][C:28]2([C:35]([O:37]C)=[O:36])[CH2:34][CH2:33][CH2:32][CH2:31][CH2:30][CH2:29]2)=[O:26])=[CH:17][C:18]2[C:23]([CH:24]=1)=[CH:22][CH:21]=[CH:20][CH:19]=2)=[O:13].O.Cl.